Dataset: Reaction yield outcomes from USPTO patents with 853,638 reactions. Task: Predict the reaction yield, written as a fraction of the theoretical maximum amount of product (1.0 means a 100% yield; for example, 0.34 means a 34% yield). (1) The reactants are [H-].[Al+3].[Li+].[H-].[H-].[H-].[C:7]([C:9]1([OH:22])[CH2:14][CH2:13][N:12]([C:15]([O:17][C:18]([CH3:21])([CH3:20])[CH3:19])=[O:16])[CH2:11][CH2:10]1)#[N:8]. The catalyst is C1COCC1. The product is [NH2:8][CH2:7][C:9]1([OH:22])[CH2:10][CH2:11][N:12]([C:15]([O:17][C:18]([CH3:20])([CH3:19])[CH3:21])=[O:16])[CH2:13][CH2:14]1. The yield is 0.590. (2) The reactants are C1C(=O)N([I:8])C(=O)C1.[CH3:9][O:10][C:11]1[CH:12]=[C:13]2[C:18](=[CH:19][CH:20]=1)[C:17]([OH:21])=[N:16][CH:15]=[CH:14]2. The catalyst is CC#N. The product is [I:8][C:14]1[C:13]2[C:18](=[CH:19][CH:20]=[C:11]([O:10][CH3:9])[CH:12]=2)[C:17]([OH:21])=[N:16][CH:15]=1. The yield is 0.870. (3) The reactants are [O:1]1[CH2:6][CH2:5][N:4]([C:7]2[N:12]=[C:11]([N:13]3[CH2:18][CH2:17][O:16][CH2:15][CH2:14]3)[N:10]=[C:9]([C:19]3[CH:24]=[CH:23][C:22]([NH:25][C:26](=[O:37])[NH:27][C:28]4[CH:36]=[CH:35][C:31]([C:32]([OH:34])=O)=[CH:30][CH:29]=4)=[CH:21][CH:20]=3)[N:8]=2)[CH2:3][CH2:2]1.CCN(C(C)C)C(C)C.CN(C(ON1N=NC2C=CC=CC1=2)=[N+](C)C)C.F[P-](F)(F)(F)(F)F.[NH:71]1[CH2:76][CH2:75][CH:74]([N:77]2[CH2:82][CH2:81][O:80][CH2:79][CH2:78]2)[CH2:73][CH2:72]1. The catalyst is CN1C(=O)CCC1. The product is [O:1]1[CH2:6][CH2:5][N:4]([C:7]2[N:12]=[C:11]([N:13]3[CH2:14][CH2:15][O:16][CH2:17][CH2:18]3)[N:10]=[C:9]([C:19]3[CH:20]=[CH:21][C:22]([NH:25][C:26]([NH:27][C:28]4[CH:29]=[CH:30][C:31]([C:32]([N:71]5[CH2:76][CH2:75][CH:74]([N:77]6[CH2:82][CH2:81][O:80][CH2:79][CH2:78]6)[CH2:73][CH2:72]5)=[O:34])=[CH:35][CH:36]=4)=[O:37])=[CH:23][CH:24]=3)[N:8]=2)[CH2:3][CH2:2]1. The yield is 0.620. (4) The reactants are [Cl:1][C:2]1[CH:17]=[CH:16][C:15]([Cl:18])=[CH:14][C:3]=1[O:4][C:5]1[N:13]=[CH:12][CH:11]=[CH:10][C:6]=1[C:7]([OH:9])=O.[O:19]1[C:24]2[CH:25]=[CH:26][CH:27]=[CH:28][C:23]=2[NH:22][CH2:21][CH2:20]1.C(N(CC)CC)C.[I-].ClC1C=CC=C[N+]=1C. The catalyst is ClCCl. The product is [Cl:1][C:2]1[CH:17]=[CH:16][C:15]([Cl:18])=[CH:14][C:3]=1[O:4][C:5]1[C:6]([C:7]([N:22]2[C:23]3[CH:28]=[CH:27][CH:26]=[CH:25][C:24]=3[O:19][CH2:20][CH2:21]2)=[O:9])=[CH:10][CH:11]=[CH:12][N:13]=1. The yield is 0.180. (5) The reactants are Cl.[C:2]1([C:8]2[CH:9]=[N:10][NH:11][CH:12]=2)[CH:7]=[CH:6][CH:5]=[CH:4][CH:3]=1.CCN(C(C)C)C(C)C.Cl[C:23](Cl)([O:25]C(=O)OC(Cl)(Cl)Cl)Cl.Cl.[NH2:35][CH2:36][C:37]([N:39]1[CH2:44][CH2:43][N:42]([C:45](=[O:57])[C:46]2[CH:51]=[C:50]([F:52])[CH:49]=[CH:48][C:47]=2[C:53]([F:56])([F:55])[F:54])[CH2:41][CH2:40]1)=[O:38]. The catalyst is C(Cl)Cl.O. The product is [F:52][C:50]1[CH:49]=[CH:48][C:47]([C:53]([F:54])([F:56])[F:55])=[C:46]([CH:51]=1)[C:45]([N:42]1[CH2:41][CH2:40][N:39]([C:37](=[O:38])[CH2:36][NH:35][C:23]([N:10]2[CH:9]=[C:8]([C:2]3[CH:3]=[CH:4][CH:5]=[CH:6][CH:7]=3)[CH:12]=[N:11]2)=[O:25])[CH2:44][CH2:43]1)=[O:57]. The yield is 0.456. (6) The reactants are [Cl:1][C:2]1[CH:7]=[C:6]([CH2:8][OH:9])[C:5]([O:10][CH3:11])=[CH:4][C:3]=1[OH:12].Br[CH2:14][C:15]([O:17][CH2:18][CH3:19])=[O:16].C(=O)([O-])[O-].[K+].[K+]. The catalyst is C(#N)C. The product is [CH2:18]([O:17][C:15](=[O:16])[CH2:14][O:12][C:3]1[CH:4]=[C:5]([O:10][CH3:11])[C:6]([CH2:8][OH:9])=[CH:7][C:2]=1[Cl:1])[CH3:19]. The yield is 0.850. (7) The reactants are [Br:1][C:2]1[CH:11]=[CH:10][C:5]([C:6]([O:8][CH3:9])=[O:7])=[C:4]([CH3:12])[C:3]=1[OH:13].IC.[C:16](=O)([O-])[O-].[K+].[K+].CC(C)=O. The catalyst is CN(C)C=O.O. The product is [Br:1][C:2]1[CH:11]=[CH:10][C:5]([C:6]([O:8][CH3:9])=[O:7])=[C:4]([CH3:12])[C:3]=1[O:13][CH3:16]. The yield is 0.810.